From a dataset of Full USPTO retrosynthesis dataset with 1.9M reactions from patents (1976-2016). Predict the reactants needed to synthesize the given product. (1) Given the product [CH3:1][O:2][C:3](=[O:20])[NH:4][CH:5]1[CH2:11][C:10]([CH3:13])([CH3:12])[C:9]2[CH:14]=[CH:15][C:16]([NH:18][C:22]3[N:27]=[C:26]([NH:28][C:29]4[C:30]([C:31](=[O:32])[NH:33][CH3:34])=[CH:35][CH:36]=[CH:37][C:38]=4[F:39])[C:25]([Cl:40])=[CH:24][N:23]=3)=[CH:17][C:8]=2[NH:7][C:6]1=[O:19], predict the reactants needed to synthesize it. The reactants are: [CH3:1][O:2][C:3](=[O:20])[NH:4][CH:5]1[CH2:11][C:10]([CH3:13])([CH3:12])[C:9]2[CH:14]=[CH:15][C:16]([NH2:18])=[CH:17][C:8]=2[NH:7][C:6]1=[O:19].Cl[C:22]1[N:27]=[C:26]([NH:28][C:29]2[C:38]([F:39])=[CH:37][CH:36]=[CH:35][C:30]=2[C:31]([NH:33][CH3:34])=[O:32])[C:25]([Cl:40])=[CH:24][N:23]=1. (2) Given the product [Cl:1][C:2]1[CH:3]=[C:4](/[CH:9]=[CH:10]/[C:11]([N:13]2[CH2:19][CH2:18][C:17](=[O:20])[N:16]([CH2:21][CH2:22][CH2:23][O:24][S:26]([CH3:25])(=[O:28])=[O:27])[CH2:15][CH2:14]2)=[O:12])[CH:5]=[CH:6][C:7]=1[Cl:8], predict the reactants needed to synthesize it. The reactants are: [Cl:1][C:2]1[CH:3]=[C:4](/[CH:9]=[CH:10]/[C:11]([N:13]2[CH2:19][CH2:18][C:17](=[O:20])[N:16]([CH2:21][CH2:22][CH2:23][OH:24])[CH2:15][CH2:14]2)=[O:12])[CH:5]=[CH:6][C:7]=1[Cl:8].[CH3:25][S:26](Cl)(=[O:28])=[O:27]. (3) Given the product [O-:1][N+:2]1[C:7]2[CH:8]=[CH:9][CH:10]=[CH:11][C:6]=2[N:5]=[C:4]([N:12]2[CH2:13][CH2:14][CH:15]([C:18]([NH:21][C:22]3[S:23][CH:24]=[CH:25][C:26]=3[C:27]([O:29][CH3:30])=[O:28])=[O:20])[CH2:16][CH2:17]2)[N:3]=1, predict the reactants needed to synthesize it. The reactants are: [O-:1][N+:2]1[C:7]2[CH:8]=[CH:9][CH:10]=[CH:11][C:6]=2[N:5]=[C:4]([N:12]2[CH2:17][CH2:16][CH:15]([C:18]([OH:20])=O)[CH2:14][CH2:13]2)[N:3]=1.[NH2:21][C:22]1[S:23][CH:24]=[CH:25][C:26]=1[C:27]([O:29][CH3:30])=[O:28]. (4) Given the product [Cl:7][C:8]1[N:13]=[C:12]([NH:16][C:17]2[CH:18]=[C:19]([CH3:22])[NH:20][N:21]=2)[CH:11]=[C:10]([CH3:15])[N:9]=1, predict the reactants needed to synthesize it. The reactants are: C(=O)([O-])[O-].[Na+].[Na+].[Cl:7][C:8]1[N:13]=[C:12](Cl)[CH:11]=[C:10]([CH3:15])[N:9]=1.[NH2:16][C:17]1[NH:21][N:20]=[C:19]([CH3:22])[CH:18]=1. (5) Given the product [CH3:3][O:4][C:5](=[O:29])[CH2:6][CH2:7][C:8]1[CH:13]=[CH:12][C:11]([O:14][C:15]2[CH:20]=[CH:19][C:18]([CH2:21][CH:22]([C:23](=[O:27])[N:24]([CH3:25])[CH3:26])[NH:28][S:45]([C:42]3[CH:43]=[CH:44][C:39]([CH3:49])=[CH:40][CH:41]=3)(=[O:47])=[O:46])=[CH:17][CH:16]=2)=[CH:10][CH:9]=1, predict the reactants needed to synthesize it. The reactants are: Cl.Cl.[CH3:3][O:4][C:5](=[O:29])[CH2:6][CH2:7][C:8]1[CH:13]=[CH:12][C:11]([O:14][C:15]2[CH:20]=[CH:19][C:18]([CH2:21][CH:22]([NH2:28])[C:23](=[O:27])[N:24]([CH3:26])[CH3:25])=[CH:17][CH:16]=2)=[CH:10][CH:9]=1.CCN(C(C)C)C(C)C.[C:39]1([CH3:49])[CH:44]=[CH:43][C:42]([S:45](Cl)(=[O:47])=[O:46])=[CH:41][CH:40]=1.